Dataset: Forward reaction prediction with 1.9M reactions from USPTO patents (1976-2016). Task: Predict the product of the given reaction. (1) Given the reactants [CH3:1][O:2][C:3]([C@H:5]1[CH2:10][C@@H:9]([OH:11])[CH2:8][CH2:7][N:6]1[C:12]([O:14][C:15]([CH3:18])([CH3:17])[CH3:16])=[O:13])=[O:4].[C:32]1(P([C:32]2[CH:37]=[CH:36][CH:35]=[CH:34][CH:33]=2)[C:32]2[CH:37]=[CH:36][CH:35]=[CH:34][CH:33]=2)[CH:37]=[CH:36][CH:35]=[CH:34][CH:33]=1.[CH3:38][CH2:39][N:40](C(C)C)[CH:41](C)C.CCOC(/N=N/C(OCC)=O)=O, predict the reaction product. The product is: [CH3:1][O:2][C:3]([C@H:5]1[CH2:10][C@H:9]([O:11][C:35]2[CH:34]=[C:33]3[C:32](=[CH:37][CH:36]=2)[CH:41]=[N:40][CH:39]=[CH:38]3)[CH2:8][CH2:7][N:6]1[C:12]([O:14][C:15]([CH3:18])([CH3:17])[CH3:16])=[O:13])=[O:4]. (2) Given the reactants [N+:1]([C:4]1[CH:5]=[C:6]([CH:9]=[CH:10][CH:11]=1)[CH:7]=O)([O-:3])=[O:2].O.[OH-].[Na+].[CH3:15][C:16]([CH3:18])=[O:17], predict the reaction product. The product is: [N+:1]([C:4]1[CH:5]=[C:6](/[CH:7]=[CH:15]/[C:16](=[O:17])[CH3:18])[CH:9]=[CH:10][CH:11]=1)([O-:3])=[O:2]. (3) Given the reactants [C:1]([O:5][C:6]([N:8]1[CH2:12][CH2:11][CH2:10][C@H:9]1[CH:13]([S:23][CH3:24])[CH:14]([C:16]([O:18]C(C)(C)C)=[O:17])[CH3:15])=[O:7])([CH3:4])([CH3:3])[CH3:2].Cl.C(OCC)(=O)C, predict the reaction product. The product is: [C:1]([O:5][C:6]([N:8]1[CH2:12][CH2:11][CH2:10][C@H:9]1[C@H:13]([S:23][CH3:24])[C@H:14]([C:16]([OH:18])=[O:17])[CH3:15])=[O:7])([CH3:4])([CH3:2])[CH3:3]. (4) Given the reactants N1(C[C:8]2[CH:13]=[CH:12][C:11]([C:14]3[NH:31][C:17]4=[N:18][CH:19]=[CH:20][C:21]([C:22]5[CH:30]=[CH:29][C:25]([C:26]([OH:28])=[O:27])=[CH:24][CH:23]=5)=[C:16]4[N:15]=3)=[CH:10][CH:9]=2)CCOCC1.ClC1C=CN=C2NC(C3C=CC(C(N4CCOCC4)=O)=CC=3)=NC=12.C[O:57][C:58](C1C=CC(B(O)O)=CC=1)=[O:59].C(=O)([O-])[O-].[Na+].[Na+].[Li+].[OH-], predict the reaction product. The product is: [N:15]1[C:16]2[C:17](=[N:18][CH:19]=[CH:20][C:21]=2[C:22]2[CH:23]=[CH:24][C:25]([C:26]([OH:28])=[O:27])=[CH:29][CH:30]=2)[NH:31][C:14]=1[C:11]1[CH:12]=[CH:13][C:8]([C:58]([OH:59])=[O:57])=[CH:9][CH:10]=1.